From a dataset of NCI-60 drug combinations with 297,098 pairs across 59 cell lines. Regression. Given two drug SMILES strings and cell line genomic features, predict the synergy score measuring deviation from expected non-interaction effect. (1) Drug 1: C1=C(C(=O)NC(=O)N1)F. Drug 2: CCN(CC)CCCC(C)NC1=C2C=C(C=CC2=NC3=C1C=CC(=C3)Cl)OC. Cell line: RPMI-8226. Synergy scores: CSS=93.7, Synergy_ZIP=-4.49, Synergy_Bliss=-14.3, Synergy_Loewe=-11.1, Synergy_HSA=-6.49. (2) Drug 1: CC(C)CN1C=NC2=C1C3=CC=CC=C3N=C2N. Drug 2: CC12CCC3C(C1CCC2OP(=O)(O)O)CCC4=C3C=CC(=C4)OC(=O)N(CCCl)CCCl.[Na+]. Cell line: NCI-H322M. Synergy scores: CSS=3.30, Synergy_ZIP=5.48, Synergy_Bliss=2.93, Synergy_Loewe=-1.25, Synergy_HSA=-0.818. (3) Drug 1: CC1=C2C(C(=O)C3(C(CC4C(C3C(C(C2(C)C)(CC1OC(=O)C(C(C5=CC=CC=C5)NC(=O)C6=CC=CC=C6)O)O)OC(=O)C7=CC=CC=C7)(CO4)OC(=O)C)O)C)OC(=O)C. Drug 2: C1=CC=C(C=C1)NC(=O)CCCCCCC(=O)NO. Cell line: NCI-H460. Synergy scores: CSS=66.7, Synergy_ZIP=-1.17, Synergy_Bliss=-2.83, Synergy_Loewe=-5.31, Synergy_HSA=1.52. (4) Drug 1: CC1CCCC2(C(O2)CC(NC(=O)CC(C(C(=O)C(C1O)C)(C)C)O)C(=CC3=CSC(=N3)C)C)C. Drug 2: CC12CCC3C(C1CCC2OP(=O)(O)O)CCC4=C3C=CC(=C4)OC(=O)N(CCCl)CCCl.[Na+]. Cell line: HL-60(TB). Synergy scores: CSS=83.7, Synergy_ZIP=-4.80, Synergy_Bliss=-21.7, Synergy_Loewe=-37.4, Synergy_HSA=-27.2. (5) Drug 1: COC1=C(C=C2C(=C1)N=CN=C2NC3=CC(=C(C=C3)F)Cl)OCCCN4CCOCC4. Drug 2: CC1=C(C=C(C=C1)NC(=O)C2=CC=C(C=C2)CN3CCN(CC3)C)NC4=NC=CC(=N4)C5=CN=CC=C5. Cell line: OVCAR-8. Synergy scores: CSS=28.1, Synergy_ZIP=2.30, Synergy_Bliss=3.28, Synergy_Loewe=-3.85, Synergy_HSA=2.28. (6) Drug 1: CC(CN1CC(=O)NC(=O)C1)N2CC(=O)NC(=O)C2. Drug 2: CN(C(=O)NC(C=O)C(C(C(CO)O)O)O)N=O. Cell line: MOLT-4. Synergy scores: CSS=48.6, Synergy_ZIP=-2.16, Synergy_Bliss=-3.26, Synergy_Loewe=-26.2, Synergy_HSA=-2.17. (7) Drug 1: CC(C)CN1C=NC2=C1C3=CC=CC=C3N=C2N. Drug 2: CCC1(C2=C(COC1=O)C(=O)N3CC4=CC5=C(C=CC(=C5CN(C)C)O)N=C4C3=C2)O.Cl. Cell line: HOP-62. Synergy scores: CSS=25.7, Synergy_ZIP=-3.84, Synergy_Bliss=-6.23, Synergy_Loewe=-26.7, Synergy_HSA=-7.09.